Dataset: Reaction yield outcomes from USPTO patents with 853,638 reactions. Task: Predict the reaction yield, written as a fraction of the theoretical maximum amount of product (1.0 means a 100% yield; for example, 0.34 means a 34% yield). (1) The yield is 0.440. The catalyst is CN(C=O)C.O.C(OCC)(=O)C. The product is [N+:1]([C:4]1[CH:13]=[CH:12][C:7]2[N:8]([CH2:20][C:21]3[CH:22]=[N:23][CH:24]=[CH:25][CH:26]=3)[CH:9]=[CH:10][O:11][C:6]=2[CH:5]=1)([O-:3])=[O:2]. The reactants are [N+:1]([C:4]1[CH:13]=[CH:12][C:7]2[N:8]=[CH:9][CH2:10][O:11][C:6]=2[CH:5]=1)([O-:3])=[O:2].[Cl-].[NH4+].[OH-].[Na+].Br.Br[CH2:20][C:21]1[CH:22]=[N:23][CH:24]=[CH:25][CH:26]=1. (2) The reactants are [Br:1][C:2]1[CH:10]=[C:9]2[C:5]([C:6]3[CH2:14][CH2:13][NH:12][CH2:11][C:7]=3[NH:8]2)=[CH:4][CH:3]=1.[CH3:15][C:16]([O:19][C:20](O[C:20]([O:19][C:16]([CH3:18])([CH3:17])[CH3:15])=[O:21])=[O:21])([CH3:18])[CH3:17]. The catalyst is C(Cl)Cl.C1COCC1.CN(C)C1C=CN=CC=1. The product is [Br:1][C:2]1[CH:10]=[C:9]2[C:5]([C:6]3[CH2:14][CH2:13][N:12]([C:20]([O:19][C:16]([CH3:18])([CH3:17])[CH3:15])=[O:21])[CH2:11][C:7]=3[NH:8]2)=[CH:4][CH:3]=1. The yield is 0.270. (3) The reactants are [NH2:1][C:2]1[N:3]=[CH:4][C:5]([C:9]2[CH:14]=[CH:13][C:12]([C:15]3([C:21]#[N:22])[CH2:20][CH2:19][O:18][CH2:17][CH2:16]3)=[CH:11][CH:10]=2)=[N:6][C:7]=1Br.CC1(C)C(C)(C)OB([C:31]2[CH:32]=[CH:33][C:34]3[C:40](=[O:41])[NH:39][CH2:38][CH2:37][NH:36][C:35]=3[CH:42]=2)O1. No catalyst specified. The product is [NH2:1][C:2]1[N:3]=[CH:4][C:5]([C:9]2[CH:14]=[CH:13][C:12]([C:15]3([C:21]#[N:22])[CH2:20][CH2:19][O:18][CH2:17][CH2:16]3)=[CH:11][CH:10]=2)=[N:6][C:7]=1[C:31]1[CH:32]=[CH:33][C:34]2[C:40](=[O:41])[NH:39][CH2:38][CH2:37][NH:36][C:35]=2[CH:42]=1. The yield is 0.330. (4) The reactants are [F:1][C:2]1[CH:7]=[CH:6][CH:5]=[C:4]([F:8])[C:3]=1[CH2:9][C:10]([OH:12])=O.C(Cl)(=O)C(Cl)=O.[NH2:19][C:20](=[N:26]O)[C:21]([O:23][CH2:24][CH3:25])=[O:22].C(N(CC)C(C)C)(C)C. The catalyst is ClCCl.N1C=CC=CC=1.CN(C=O)C. The product is [F:8][C:4]1[CH:5]=[CH:6][CH:7]=[C:2]([F:1])[C:3]=1[CH2:9][C:10]1[O:12][N:26]=[C:20]([C:21]([O:23][CH2:24][CH3:25])=[O:22])[N:19]=1. The yield is 0.340. (5) The reactants are C([N:4]1[C:12]2[C:7](=[CH:8][C:9]([C:13](Cl)=[O:14])=[CH:10][CH:11]=2)[C:6]([C:16]2[CH:21]=[CH:20][C:19]([F:22])=[CH:18][CH:17]=2)=[N:5]1)(=O)C.[NH2:23][CH2:24][C@@H:25]1[CH2:30][CH2:29][CH2:28][CH2:27][C@H:26]1[OH:31]. The product is [OH:31][C@@H:26]1[CH2:27][CH2:28][CH2:29][CH2:30][CH:25]1[CH2:24][NH:23][C:13]([C:9]1[CH:8]=[C:7]2[C:12](=[CH:11][CH:10]=1)[NH:4][N:5]=[C:6]2[C:16]1[CH:21]=[CH:20][C:19]([F:22])=[CH:18][CH:17]=1)=[O:14]. The yield is 0.690. The catalyst is N1C=CC=CC=1. (6) The reactants are [C:1]([OH:10])(=O)[C:2]1[C:3](=[CH:5][CH:6]=[CH:7][CH:8]=1)[OH:4].O[NH:12][C:13]([C:15]1[CH:20]=[CH:19][CH:18]=[CH:17][N:16]=1)=[NH:14]. No catalyst specified. The product is [N:16]1[CH:17]=[CH:18][CH:19]=[CH:20][C:15]=1[C:13]1[N:14]=[C:1]([C:2]2[CH:8]=[CH:7][CH:6]=[CH:5][C:3]=2[OH:4])[O:10][N:12]=1. The yield is 0.210. (7) The reactants are Cl[C:2]1[N:7]=[C:6]([C:8]([O:10]C)=[O:9])[CH:5]=[CH:4][C:3]=1[O:12][CH:13]([CH3:15])[CH3:14].[CH3:16][O-:17].[Na+].O. The catalyst is O1CCOCC1.CO.Cl. The product is [CH:13]([O:12][C:3]1[CH:4]=[CH:5][C:6]([C:8]([OH:10])=[O:9])=[N:7][C:2]=1[O:17][CH3:16])([CH3:15])[CH3:14]. The yield is 0.980. (8) The reactants are [F:1][C:2]1[C:3]([CH2:23][N:24](C)[C:25](=O)OC(C)(C)C)=[CH:4][N:5]([S:14]([C:17]2[N:18]([CH3:22])[CH:19]=[CH:20][N:21]=2)(=[O:16])=[O:15])[C:6]=1[C:7]1[C:8]([F:13])=[N:9][CH:10]=[CH:11][CH:12]=1.C(OCC)(=O)C.[ClH:39]. The catalyst is C(OCC)(=O)C.C(O)C. The product is [ClH:39].[F:1][C:2]1[C:3]([CH2:23][NH:24][CH3:25])=[CH:4][N:5]([S:14]([C:17]2[N:18]([CH3:22])[CH:19]=[CH:20][N:21]=2)(=[O:16])=[O:15])[C:6]=1[C:7]1[C:8]([F:13])=[N:9][CH:10]=[CH:11][CH:12]=1. The yield is 0.880. (9) The reactants are Cl[C:2]1[C:7]([N+:8]([O-:10])=[O:9])=[CH:6][CH:5]=[C:4]([Cl:11])[N:3]=1.C(=O)([O-])[O-].[K+].[K+].[F:18][C:19]1[CH:24]=[CH:23][C:22]([C@@H:25]([NH2:27])[CH3:26])=[CH:21][CH:20]=1. The catalyst is CC#N. The product is [Cl:11][C:4]1[N:3]=[C:2]([NH:27][C@H:25]([C:22]2[CH:23]=[CH:24][C:19]([F:18])=[CH:20][CH:21]=2)[CH3:26])[C:7]([N+:8]([O-:10])=[O:9])=[CH:6][CH:5]=1. The yield is 0.820.